From a dataset of Retrosynthesis with 50K atom-mapped reactions and 10 reaction types from USPTO. Predict the reactants needed to synthesize the given product. Given the product Nc1nccc(NCCCc2ccccc2)c1C(F)(F)F, predict the reactants needed to synthesize it. The reactants are: [N-]=[N+]=Nc1nccc(NCCCc2ccccc2)c1C(F)(F)F.